This data is from Full USPTO retrosynthesis dataset with 1.9M reactions from patents (1976-2016). The task is: Predict the reactants needed to synthesize the given product. Given the product [Br:1][C:2]1[CH:3]=[C:4]([NH:17][C:31]([C:29]2[N:30]=[C:26]([CH2:25][Cl:24])[S:27][CH:28]=2)=[O:32])[C:5]2[C:9]([CH:10]=1)=[N:8][N:7]([CH:11]1[CH2:16][CH2:15][CH2:14][CH2:13][O:12]1)[CH:6]=2, predict the reactants needed to synthesize it. The reactants are: [Br:1][C:2]1[CH:3]=[C:4]([NH2:17])[C:5]2[C:9]([CH:10]=1)=[N:8][N:7]([CH:11]1[CH2:16][CH2:15][CH2:14][CH2:13][O:12]1)[CH:6]=2.N1C=CC=CC=1.[Cl:24][CH2:25][C:26]1[S:27][CH:28]=[C:29]([C:31](Cl)=[O:32])[N:30]=1.C(=O)(O)[O-].[Na+].